Dataset: Full USPTO retrosynthesis dataset with 1.9M reactions from patents (1976-2016). Task: Predict the reactants needed to synthesize the given product. (1) Given the product [OH:32][CH:31]([C:22]1[C:21]([CH3:20])=[CH:30][C:25]2[C:26](=[O:29])[O:27][CH2:28][C:24]=2[CH:23]=1)[CH2:33][N:6]1[CH2:5][CH2:4][N:3]([C:8]2[CH:9]=[C:10]3[C:15](=[CH:16][CH:17]=2)[CH:14]=[C:13]([C:18]#[N:19])[CH:12]=[CH:11]3)[C:2](=[O:1])[CH2:7]1, predict the reactants needed to synthesize it. The reactants are: [O:1]=[C:2]1[CH2:7][NH:6][CH2:5][CH2:4][N:3]1[C:8]1[CH:9]=[C:10]2[C:15](=[CH:16][CH:17]=1)[CH:14]=[C:13]([C:18]#[N:19])[CH:12]=[CH:11]2.[CH3:20][C:21]1[C:22]([CH:31]2[CH2:33][O:32]2)=[CH:23][C:24]2[CH2:28][O:27][C:26](=[O:29])[C:25]=2[CH:30]=1. (2) Given the product [CH2:26]([CH:30]1[CH2:35][CH2:34][N:33]([CH2:16][CH2:17][CH2:18][N:8]2[C:9]3[C:4](=[CH:3][C:2]([CH3:1])=[CH:11][CH:10]=3)[CH:5]=[CH:6][C:7]2=[O:12])[CH2:32][CH2:31]1)[CH2:27][CH2:28][CH3:29], predict the reactants needed to synthesize it. The reactants are: [CH3:1][C:2]1[CH:3]=[C:4]2[C:9](=[CH:10][CH:11]=1)[NH:8][C:7](=[O:12])[CH:6]=[CH:5]2.[H-].[Na+].Br[CH2:16][CH2:17][CH2:18]Cl.C([O-])([O-])=O.[K+].[K+].[CH2:26]([CH:30]1[CH2:35][CH2:34][NH:33][CH2:32][CH2:31]1)[CH2:27][CH2:28][CH3:29].